This data is from Forward reaction prediction with 1.9M reactions from USPTO patents (1976-2016). The task is: Predict the product of the given reaction. (1) Given the reactants [F:1][C:2]1([F:8])[CH2:5][CH:4]([CH2:6][OH:7])[CH2:3]1.C(N(CC)CC)C.[CH3:16][C:17]1[CH:22]=[CH:21][C:20]([S:23](Cl)(=[O:25])=[O:24])=[CH:19][CH:18]=1, predict the reaction product. The product is: [CH3:16][C:17]1[CH:22]=[CH:21][C:20]([S:23]([O:7][CH2:6][CH:4]2[CH2:5][C:2]([F:8])([F:1])[CH2:3]2)(=[O:25])=[O:24])=[CH:19][CH:18]=1. (2) The product is: [NH:5]1[CH2:6][CH2:7][CH2:8][CH2:9][C@@H:4]1[CH2:3][CH2:2][NH2:1]. Given the reactants [NH2:1][CH2:2][CH2:3][C@H:4]1[CH2:9][CH2:8][CH2:7][CH2:6][N:5]1C(OCC1C=CC=CC=1)=O, predict the reaction product. (3) Given the reactants [Br:1][C:2]1[CH:3]=[C:4]([C:8]2[C:9]3[N:10]([C:33]([CH2:36][CH3:37])=[CH:34][CH:35]=3)[N:11]=[C:12]([CH2:22][O:23][CH2:24][CH2:25][O:26]C3CCCCO3)[C:13]=2[CH2:14][CH2:15][CH2:16][C:17]([O:19][CH2:20][CH3:21])=[O:18])[CH:5]=[N:6][CH:7]=1.C1(C)C=CC(S([O-])(=O)=O)=CC=1.[NH+]1C=CC=CC=1, predict the reaction product. The product is: [Br:1][C:2]1[CH:3]=[C:4]([C:8]2[C:9]3[N:10]([C:33]([CH2:36][CH3:37])=[CH:34][CH:35]=3)[N:11]=[C:12]([CH2:22][O:23][CH2:24][CH2:25][OH:26])[C:13]=2[CH2:14][CH2:15][CH2:16][C:17]([O:19][CH2:20][CH3:21])=[O:18])[CH:5]=[N:6][CH:7]=1. (4) Given the reactants [Cl:1][C:2]1[CH:3]=[N:4][C:5]([N:8]2[CH2:13][CH2:12][CH:11]([C@H:14]([CH3:18])[CH2:15][CH2:16][OH:17])[CH2:10][CH2:9]2)=[N:6][CH:7]=1.[CH3:19][O:20][C:21](=[O:38])[C@@H:22]([NH:30][C:31]([O:33][C:34]([CH3:37])([CH3:36])[CH3:35])=[O:32])[C:23]1[CH:28]=[CH:27][C:26](O)=[CH:25][CH:24]=1, predict the reaction product. The product is: [CH3:19][O:20][C:21](=[O:38])[C@@H:22]([NH:30][C:31]([O:33][C:34]([CH3:36])([CH3:35])[CH3:37])=[O:32])[C:23]1[CH:28]=[CH:27][C:26]([O:17][CH2:16][CH2:15][C@H:14]([CH:11]2[CH2:12][CH2:13][N:8]([C:5]3[N:6]=[CH:7][C:2]([Cl:1])=[CH:3][N:4]=3)[CH2:9][CH2:10]2)[CH3:18])=[CH:25][CH:24]=1. (5) Given the reactants Cl.Cl.[NH2:3][C:4]1[CH:36]=[CH:35][C:7]([O:8][C:9]2[CH:10]=[CH:11][C:12]3[N:16]=[C:15]([CH2:17][O:18][C:19]4[CH:32]=[CH:31][C:22]([CH2:23][CH:24]5[S:28][C:27](=[O:29])[NH:26][C:25]5=[O:30])=[CH:21][CH:20]=4)[N:14]([CH3:33])[C:13]=3[CH:34]=2)=[CH:6][CH:5]=1.[CH2:37]([N:44]=[C:45]=[S:46])[C:38]1[CH:43]=[CH:42][CH:41]=[CH:40][CH:39]=1.C(N(CC)CC)C, predict the reaction product. The product is: [CH2:37]([NH:44][C:45]([NH:3][C:4]1[CH:36]=[CH:35][C:7]([O:8][C:9]2[CH:10]=[CH:11][C:12]3[N:16]=[C:15]([CH2:17][O:18][C:19]4[CH:32]=[CH:31][C:22]([CH2:23][CH:24]5[S:28][C:27](=[O:29])[NH:26][C:25]5=[O:30])=[CH:21][CH:20]=4)[N:14]([CH3:33])[C:13]=3[CH:34]=2)=[CH:6][CH:5]=1)=[S:46])[C:38]1[CH:43]=[CH:42][CH:41]=[CH:40][CH:39]=1. (6) Given the reactants [N:1]1([C:7]2[CH:8]=[C:9](/[CH:13]=[N:14]/[C:15]3[CH:16]=[CH:17][C:18]([C:21]#[N:22])=[N:19][CH:20]=3)[CH:10]=[CH:11][CH:12]=2)[CH2:6][CH2:5][O:4][CH2:3][CH2:2]1.[CH2:23]=[C:24]([CH3:26])[CH3:25].FC(F)(F)S([O-])(=O)=O.[Yb+3].FC(F)(F)S([O-])(=O)=O.FC(F)(F)S([O-])(=O)=O, predict the reaction product. The product is: [CH3:23][C:24]1([CH3:26])[C:20]2[N:19]=[C:18]([C:21]#[N:22])[CH:17]=[CH:16][C:15]=2[NH:14][CH:13]([C:9]2[CH:10]=[CH:11][CH:12]=[C:7]([N:1]3[CH2:6][CH2:5][O:4][CH2:3][CH2:2]3)[CH:8]=2)[CH2:25]1. (7) Given the reactants [CH2:1]([C:3]1[CH:27]=[CH:26][C:6]([O:7][C:8]2[C:17]([CH3:18])=[C:16]3[C:11]([CH:12]=[C:13]([C:23]([OH:25])=[O:24])[CH:14]([C:19]([F:22])([F:21])[F:20])[O:15]3)=[CH:10][CH:9]=2)=[CH:5][CH:4]=1)[CH3:2].[OH-].[Na+:29], predict the reaction product. The product is: [CH2:1]([C:3]1[CH:4]=[CH:5][C:6]([O:7][C:8]2[C:17]([CH3:18])=[C:16]3[C:11]([CH:12]=[C:13]([C:23]([O-:25])=[O:24])[CH:14]([C:19]([F:20])([F:22])[F:21])[O:15]3)=[CH:10][CH:9]=2)=[CH:26][CH:27]=1)[CH3:2].[Na+:29].